From a dataset of Reaction yield outcomes from USPTO patents with 853,638 reactions. Predict the reaction yield, written as a fraction of the theoretical maximum amount of product (1.0 means a 100% yield; for example, 0.34 means a 34% yield). (1) The reactants are Cl[C:2]1[C:7]2[CH:8]=[CH:9][O:10][C:6]=2[CH:5]=[CH:4][N:3]=1.CC(C)([O-])C.[Na+].C(=[NH:30])(C1C=CC=CC=1)C1C=CC=CC=1.NO. The catalyst is C1(C)C=CC=CC=1.CCOCC.C1C=CC(/C=C/C(/C=C/C2C=CC=CC=2)=O)=CC=1.C1C=CC(/C=C/C(/C=C/C2C=CC=CC=2)=O)=CC=1.C1C=CC(/C=C/C(/C=C/C2C=CC=CC=2)=O)=CC=1.[Pd].[Pd].C1C=CC(P(C2C(C3C(P(C4C=CC=CC=4)C4C=CC=CC=4)=CC=C4C=3C=CC=C4)=C3C(C=CC=C3)=CC=2)C2C=CC=CC=2)=CC=1. The product is [O:10]1[C:6]2[CH:5]=[CH:4][N:3]=[C:2]([NH2:30])[C:7]=2[CH:8]=[CH:9]1. The yield is 0.890. (2) The reactants are [C:1]([O:5][C:6]([N:8]([C:16]1[N:20]([C:21]2[CH:26]=[CH:25][CH:24]=[C:23](Br)[CH:22]=2)[N:19]=[C:18]([C:28]([CH3:31])([CH3:30])[CH3:29])[CH:17]=1)C(OC(C)(C)C)=O)=[O:7])([CH3:4])([CH3:3])[CH3:2].[NH:32]1[CH2:37][CH2:36][O:35][CH2:34][CH2:33]1.CC(C)([O-])C.[K+].C1(P(C2CCCCC2)C2C=CC=CC=2C2C(C(C)C)=CC(C(C)C)=CC=2C(C)C)CCCCC1. The catalyst is C1COCC1.O.C1C=CC(/C=C/C(/C=C/C2C=CC=CC=2)=O)=CC=1.C1C=CC(/C=C/C(/C=C/C2C=CC=CC=2)=O)=CC=1.C1C=CC(/C=C/C(/C=C/C2C=CC=CC=2)=O)=CC=1.[Pd].[Pd]. The product is [C:1]([O:5][C:6](=[O:7])[NH:8][C:16]1[N:20]([C:21]2[CH:26]=[CH:25][CH:24]=[C:23]([N:32]3[CH2:37][CH2:36][O:35][CH2:34][CH2:33]3)[CH:22]=2)[N:19]=[C:18]([C:28]([CH3:31])([CH3:30])[CH3:29])[CH:17]=1)([CH3:3])([CH3:2])[CH3:4]. The yield is 0.400. (3) The reactants are [CH:1]1[N:2]=[CH:3][N:4]2[CH2:9][CH2:8][CH2:7][CH2:6][C:5]=12.[Li]CCCC.CN([CH:18]=[O:19])C. The catalyst is C1COCC1. The product is [CH:1]1[N:2]=[C:3]([CH:18]=[O:19])[N:4]2[CH2:9][CH2:8][CH2:7][CH2:6][C:5]=12. The yield is 0.400. (4) The catalyst is C(Cl)Cl.O. The yield is 0.890. The reactants are CN([CH:4]=[O:5])C.O=P(Cl)(Cl)Cl.[CH:11]1([C:14]2[N:18]=[C:17]([C:19]3[NH:20][C:21]4[C:26]([CH:27]=3)=[CH:25][C:24]([O:28][CH3:29])=[CH:23][CH:22]=4)[O:16][N:15]=2)[CH2:13][CH2:12]1.[OH-].[Na+]. The product is [CH:11]1([C:14]2[N:18]=[C:17]([C:19]3[NH:20][C:21]4[C:26]([C:27]=3[CH:4]=[O:5])=[CH:25][C:24]([O:28][CH3:29])=[CH:23][CH:22]=4)[O:16][N:15]=2)[CH2:13][CH2:12]1. (5) The product is [C:44]1([CH2:50][CH2:51][CH2:52][C:53]2[N:54]=[C:55]([C:13]([NH:15][C@@H:16]([C:18]([NH:20][C@H:21]3[CH2:25][C:24](=[O:26])[O:23][C@@H:22]3[O:27][CH2:28][C:29]3[CH:30]=[CH:31][CH:32]=[CH:33][CH:34]=3)=[O:19])[CH3:17])=[O:14])[NH:56][CH:57]=2)[CH:45]=[CH:46][CH:47]=[CH:48][CH:49]=1. The catalyst is ClCCl.CN(C=O)C.[Cl-].[Na+].O. The reactants are FC(F)(F)C(O)=O.C(O[C:13]([NH:15][C@@H:16]([C:18]([NH:20][C@H:21]1[CH2:25][C:24](=[O:26])[O:23][C@@H:22]1[O:27][CH2:28][C:29]1[CH:34]=[CH:33][CH:32]=[CH:31][CH:30]=1)=[O:19])[CH3:17])=[O:14])(C)(C)C.C(N(C(C)C)CC)(C)C.[C:44]1([CH2:50][CH2:51][CH2:52][C:53]2[N:54]=[C:55](C(O)=O)[NH:56][CH:57]=2)[CH:49]=[CH:48][CH:47]=[CH:46][CH:45]=1.Cl.CN(C)CCCN=C=NCC.OC1C2N=NNC=2C=CC=1. The yield is 0.760. (6) The reactants are [CH3:1][O:2][C:3]([C:5]1[S:6][C:7]2[C:8](=[O:20])[CH2:9][O:10][C:11]3[CH:18]=[CH:17][C:16]([Br:19])=[CH:15][C:12]=3[C:13]=2[N:14]=1)=[O:4].[CH3:21][Mg+].[Br-]. The catalyst is C1COCC1. The product is [CH3:1][O:2][C:3]([C:5]1[S:6][C:7]2[C:8]([OH:20])([CH3:21])[CH2:9][O:10][C:11]3[CH:18]=[CH:17][C:16]([Br:19])=[CH:15][C:12]=3[C:13]=2[N:14]=1)=[O:4]. The yield is 0.740. (7) The reactants are Cl.[NH2:2][CH:3]1[CH2:7][CH2:6][CH:5]([OH:8])[CH2:4]1.[C:9]1([S:15]([N:18]2[C:22]3=[N:23][CH:24]=[C:25]([N+:28]([O-:30])=[O:29])[C:26](Cl)=[C:21]3[CH:20]=[CH:19]2)(=[O:17])=[O:16])[CH:14]=[CH:13][CH:12]=[CH:11][CH:10]=1.C(N(C(C)C)CC)(C)C. The catalyst is C(O)C. The product is [C:9]1([S:15]([N:18]2[C:22]3=[N:23][CH:24]=[C:25]([N+:28]([O-:30])=[O:29])[C:26]([NH:2][CH:3]4[CH2:7][CH2:6][CH:5]([OH:8])[CH2:4]4)=[C:21]3[CH:20]=[CH:19]2)(=[O:16])=[O:17])[CH:10]=[CH:11][CH:12]=[CH:13][CH:14]=1. The yield is 0.760. (8) The reactants are O[C@@H]([C@H](O)C(O)=O)C(O)=O.[CH3:11][C@@H:12]1[CH2:17][CH2:16][NH:15][CH2:14][C@@H:13]1[C:18]([O:20]CC)=[O:19].Cl.C([O-])(O)=O.[Na+].[C:29](O[C:29]([O:31][C:32]([CH3:35])([CH3:34])[CH3:33])=[O:30])([O:31][C:32]([CH3:35])([CH3:34])[CH3:33])=[O:30]. The catalyst is CCCCCCC.O.CCOCC.O1CCOCC1. The product is [C:32]([O:31][C:29]([N:15]1[CH2:16][CH2:17][C@@H:12]([CH3:11])[C@@H:13]([C:18]([OH:20])=[O:19])[CH2:14]1)=[O:30])([CH3:35])([CH3:34])[CH3:33]. The yield is 0.890.